Predict which catalyst facilitates the given reaction. From a dataset of Catalyst prediction with 721,799 reactions and 888 catalyst types from USPTO. (1) Reactant: CN(C(ON1N=NC2C=CC=CC1=2)=[N+](C)C)C.F[P-](F)(F)(F)(F)F.[CH3:25][C:26]1[CH:38]=[C:37]([C:39]([N:41]2[CH2:50][C:49]3[CH:48]=[N:47][N:46]([CH3:51])[C:45]=3[NH:44][C:43]3[CH:52]=[CH:53][CH:54]=[CH:55][C:42]2=3)=[O:40])[CH:36]=[CH:35][C:27]=1[O:28][CH2:29][CH2:30][CH2:31][C:32](O)=[O:33].Cl.Cl.[CH3:58][C:59]([CH3:69])([CH3:68])[CH2:60][CH2:61][N:62]1[CH2:67][CH2:66][NH:65][CH2:64][CH2:63]1.CCN(C(C)C)C(C)C. Product: [CH3:58][C:59]([CH3:69])([CH3:68])[CH2:60][CH2:61][N:62]1[CH2:63][CH2:64][N:65]([C:32](=[O:33])[CH2:31][CH2:30][CH2:29][O:28][C:27]2[CH:35]=[CH:36][C:37]([C:39]([N:41]3[CH2:50][C:49]4[CH:48]=[N:47][N:46]([CH3:51])[C:45]=4[NH:44][C:43]4[CH:52]=[CH:53][CH:54]=[CH:55][C:42]3=4)=[O:40])=[CH:38][C:26]=2[CH3:25])[CH2:66][CH2:67]1. The catalyst class is: 4. (2) Reactant: [C:1]([O:5][C:6](=[O:32])[N:7]([C:16]1[S:17][CH:18]=[CH:19][C@:20]([C:24]2[CH:29]=[C:28]([Br:30])[CH:27]=[CH:26][C:25]=2[F:31])([CH2:22][F:23])[N:21]=1)[CH2:8][O:9][CH2:10][CH2:11][Si:12]([CH3:15])([CH3:14])[CH3:13])([CH3:4])([CH3:3])[CH3:2].[Li+].CC([N-]C(C)C)C.Cl[C:42]([O:44][CH2:45][CH3:46])=[O:43]. Product: [Br:30][C:28]1[CH:27]=[CH:26][C:25]([F:31])=[C:24]([C@:20]2([CH2:22][F:23])[CH:19]=[C:18]([C:42]([O:44][CH2:45][CH3:46])=[O:43])[S:17][C:16]([N:7]([C:6]([O:5][C:1]([CH3:4])([CH3:2])[CH3:3])=[O:32])[CH2:8][O:9][CH2:10][CH2:11][Si:12]([CH3:14])([CH3:13])[CH3:15])=[N:21]2)[CH:29]=1. The catalyst class is: 1. (3) Reactant: [NH2:1][CH:2]([C:7]([F:10])([F:9])[F:8])[CH2:3][C:4]([OH:6])=[O:5].C(=O)([O-])O.[Na+].[CH:16]1[C:28]2[CH:27]([CH2:29][O:30][C:31](ON3C(=O)CCC3=O)=[O:32])[C:26]3[C:21](=[CH:22][CH:23]=[CH:24][CH:25]=3)[C:20]=2[CH:19]=[CH:18][CH:17]=1.Cl. Product: [CH:16]1[C:28]2[CH:27]([CH2:29][O:30][C:31]([NH:1][CH:2]([C:7]([F:10])([F:9])[F:8])[CH2:3][C:4]([OH:6])=[O:5])=[O:32])[C:26]3[C:21](=[CH:22][CH:23]=[CH:24][CH:25]=3)[C:20]=2[CH:19]=[CH:18][CH:17]=1. The catalyst class is: 132. (4) Reactant: CC1(C)C(C)(C)OB([C:9]2[CH2:13][CH2:12][C:11](=[O:14])[CH:10]=2)O1.Br[C:17]1[C:21]2[N:22]=[CH:23][N:24]=[C:25]([S:26][C:27]([CH3:30])([CH3:29])[CH3:28])[C:20]=2[S:19][CH:18]=1.[O-]P([O-])([O-])=O.[K+].[K+].[K+]. Product: [C:27]([S:26][C:25]1[C:20]2[S:19][CH:18]=[C:17]([C:9]3[CH2:13][CH2:12][C:11](=[O:14])[CH:10]=3)[C:21]=2[N:22]=[CH:23][N:24]=1)([CH3:30])([CH3:28])[CH3:29]. The catalyst class is: 551. (5) Reactant: Br[C:2]1[CH:7]=[CH:6][C:5]([O:8][CH3:9])=[CH:4][CH:3]=1.[N:10]1[CH:15]=[CH:14][C:13](B(O)O)=[CH:12][CH:11]=1.C([O-])([O-])=O.[K+].[K+]. Product: [CH3:9][O:8][C:5]1[CH:6]=[CH:7][C:2]([C:13]2[CH:14]=[CH:15][N:10]=[CH:11][CH:12]=2)=[CH:3][CH:4]=1. The catalyst class is: 128. (6) Product: [CH3:40][O:39][C:32]1[CH:33]=[C:34]([CH:35]=[C:2]([F:1])[C:3]([O:5][CH2:6][CH3:7])=[O:4])[CH:37]=[CH:38][C:31]=1[O:30][CH2:23][C:24]1[CH:29]=[CH:28][CH:27]=[CH:26][CH:25]=1. The catalyst class is: 6. Reactant: [F:1][CH:2](P(OCC)(OCC)=O)[C:3]([O:5][CH2:6][CH3:7])=[O:4].O1CCCC1.[H-].[Na+].[CH2:23]([O:30][C:31]1[CH:38]=[CH:37][C:34]([CH:35]=O)=[CH:33][C:32]=1[O:39][CH3:40])[C:24]1[CH:29]=[CH:28][CH:27]=[CH:26][CH:25]=1. (7) Reactant: Cl[C:2]1[CH:3]=[C:4]([N:17]2[CH2:22][CH2:21][O:20][CH2:19][CH2:18]2)[C:5]2[N:6]([CH:8]=[C:9]([CH2:11][C:12]([O:14][CH2:15][CH3:16])=[O:13])[N:10]=2)[N:7]=1.C([O-])=O.[NH4+]. Product: [O:20]1[CH2:19][CH2:18][N:17]([C:4]2[C:5]3[N:6]([CH:8]=[C:9]([CH2:11][C:12]([O:14][CH2:15][CH3:16])=[O:13])[N:10]=3)[N:7]=[CH:2][CH:3]=2)[CH2:22][CH2:21]1. The catalyst class is: 707. (8) Reactant: [C:1]([NH:18][C@H:19]([C:46]([OH:48])=[O:47])[CH2:20][S:21][S:21][CH2:20][C@H:19]([NH:18][C:1]([O:3][CH2:4][CH:5]1[C:6]2[C:11](=[CH:10][CH:9]=[CH:8][CH:7]=2)[C:12]2[C:17]1=[CH:16][CH:15]=[CH:14][CH:13]=2)=[O:2])[C:46]([OH:48])=[O:47])([O:3][CH2:4][CH:5]1[C:17]2[C:12](=[CH:13][CH:14]=[CH:15][CH:16]=2)[C:11]2[C:6]1=[CH:7][CH:8]=[CH:9][CH:10]=2)=[O:2].FC(F)(F)C(O)=O.C(Cl)(Cl)Cl.CO.C(O)(=O)C. Product: [C:1]([NH:18][C@H:19]([C:46]([OH:48])=[O:47])[CH2:20][SH:21])([O:3][CH2:4][CH:5]1[C:17]2[C:12](=[CH:13][CH:14]=[CH:15][CH:16]=2)[C:11]2[C:6]1=[CH:7][CH:8]=[CH:9][CH:10]=2)=[O:2]. The catalyst class is: 284. (9) Reactant: [F:1][C:2]([F:30])([F:29])[CH:3]([N:7]1[CH:11]=[C:10]([C:12]2[C:13]3[CH:20]=[CH:19][N:18]([CH2:21][O:22][CH2:23][CH2:24][Si:25]([CH3:28])([CH3:27])[CH3:26])[C:14]=3[N:15]=[CH:16][N:17]=2)[CH:9]=[N:8]1)[CH2:4][C:5]#N.[H-].C([Al+]CC(C)C)C(C)C.C[OH:42].Cl. Product: [F:1][C:2]([F:29])([F:30])[CH:3]([N:7]1[CH:11]=[C:10]([C:12]2[C:13]3[CH:20]=[CH:19][N:18]([CH2:21][O:22][CH2:23][CH2:24][Si:25]([CH3:26])([CH3:27])[CH3:28])[C:14]=3[N:15]=[CH:16][N:17]=2)[CH:9]=[N:8]1)[CH2:4][CH:5]=[O:42]. The catalyst class is: 34.